This data is from Full USPTO retrosynthesis dataset with 1.9M reactions from patents (1976-2016). The task is: Predict the reactants needed to synthesize the given product. Given the product [NH:1]([C:8]1[N:9]([C:25]2[CH:26]=[CH:27][CH:28]=[CH:29][CH:30]=2)[C:10]2[C:15]([C:16](=[O:18])[CH:17]=1)=[C:14]([S:19][CH2:20][C:21]([NH:39][CH:38]1[CH2:36][CH2:37]1)=[O:23])[N:13]=[C:12]([CH3:24])[CH:11]=2)[C:2]1[CH:7]=[CH:6][CH:5]=[CH:4][CH:3]=1, predict the reactants needed to synthesize it. The reactants are: [NH:1]([C:8]1[N:9]([C:25]2[CH:30]=[CH:29][CH:28]=[CH:27][CH:26]=2)[C:10]2[C:15]([C:16](=[O:18])[CH:17]=1)=[C:14]([S:19][CH2:20][C:21]([OH:23])=O)[N:13]=[C:12]([CH3:24])[CH:11]=2)[C:2]1[CH:7]=[CH:6][CH:5]=[CH:4][CH:3]=1.CCN=C=N[CH2:36][CH2:37][CH2:38][N:39](C)C.C1C=CC2N(O)N=NC=2C=1.C1(N)CC1.